This data is from Catalyst prediction with 721,799 reactions and 888 catalyst types from USPTO. The task is: Predict which catalyst facilitates the given reaction. (1) Reactant: [OH-].[Na+].[OH:3][C:4]1[C:9]([O:10][CH2:11][CH2:12][O:13][CH2:14][CH2:15][O:16][CH2:17][CH2:18][O:19][CH3:20])=[CH:8][CH:7]=[CH:6][C:5]=1[C:21]1[S:22][CH2:23][C@:24]([CH3:31])([C:26]([O:28]CC)=[O:27])[N:25]=1. Product: [OH:3][C:4]1[C:9]([O:10][CH2:11][CH2:12][O:13][CH2:14][CH2:15][O:16][CH2:17][CH2:18][O:19][CH3:20])=[CH:8][CH:7]=[CH:6][C:5]=1[C:21]1[S:22][CH2:23][C@:24]([CH3:31])([C:26]([OH:28])=[O:27])[N:25]=1. The catalyst class is: 5. (2) Reactant: [Cl-].[Al+3].[Cl-].[Cl-].[C:5]1([CH3:12])[CH:10]=[CH:9][CH:8]=[C:7]([CH3:11])[CH:6]=1.[C:13](Cl)(=[O:17])[CH:14]([CH3:16])[CH3:15]. Product: [CH3:15][CH:14]([CH3:16])[C:13]([C:10]1[CH:9]=[CH:8][C:7]([CH3:11])=[CH:6][C:5]=1[CH3:12])=[O:17]. The catalyst class is: 4. (3) Reactant: [CH:1]1([N:5]2[CH2:10][CH2:9][C:8]3([CH2:15][CH2:14][NH:13][CH2:12][CH2:11]3)[CH2:7][CH2:6]2)[CH2:4][CH2:3][CH2:2]1.F[C:17]1[CH:22]=[CH:21][C:20]([C:23](=[O:25])[CH3:24])=[CH:19][CH:18]=1.C(=O)([O-])[O-].[K+].[K+].O. Product: [CH:1]1([N:5]2[CH2:6][CH2:7][C:8]3([CH2:15][CH2:14][N:13]([C:17]4[CH:22]=[CH:21][C:20]([C:23](=[O:25])[CH3:24])=[CH:19][CH:18]=4)[CH2:12][CH2:11]3)[CH2:9][CH2:10]2)[CH2:4][CH2:3][CH2:2]1. The catalyst class is: 16. (4) The catalyst class is: 1. Reactant: [Cl:1][C:2]1[C:7]2[N:8]=[C:9]([CH3:11])[S:10][C:6]=2[CH:5]=[CH:4][C:3]=1[NH2:12].[C:13](Cl)(=[O:22])[C:14]1[CH:19]=[CH:18][CH:17]=[C:16]([O:20][CH3:21])[CH:15]=1.C(N(CC)CC)C. Product: [Cl:1][C:2]1[C:7]2[N:8]=[C:9]([CH3:11])[S:10][C:6]=2[CH:5]=[CH:4][C:3]=1[NH:12][C:13](=[O:22])[C:14]1[CH:19]=[CH:18][CH:17]=[C:16]([O:20][CH3:21])[CH:15]=1.